From a dataset of Catalyst prediction with 721,799 reactions and 888 catalyst types from USPTO. Predict which catalyst facilitates the given reaction. (1) Reactant: [Br:1][C:2]1[C:3]([C:16]([F:19])([F:18])[F:17])=[CH:4][C:5]([N+:13]([O-])=O)=[C:6]([N:8]2[CH:12]=[CH:11][N:10]=[CH:9]2)[CH:7]=1.O.O.Cl[Sn]Cl. Product: [Br:1][C:2]1[C:3]([C:16]([F:19])([F:18])[F:17])=[CH:4][C:5]([NH2:13])=[C:6]([N:8]2[CH:12]=[CH:11][N:10]=[CH:9]2)[CH:7]=1. The catalyst class is: 8. (2) Reactant: [CH3:1][O:2][C:3](=[O:28])[C:4]1[C:9]([C:10]([F:13])([F:12])[F:11])=[CH:8][C:7]([NH:14][CH:15]2[CH2:20][CH2:19][N:18](C(OC(C)(C)C)=O)[CH2:17][CH2:16]2)=[N:6][CH:5]=1.[ClH:29]. Product: [ClH:29].[ClH:29].[CH3:1][O:2][C:3](=[O:28])[C:4]1[C:9]([C:10]([F:12])([F:13])[F:11])=[CH:8][C:7]([NH:14][CH:15]2[CH2:16][CH2:17][NH:18][CH2:19][CH2:20]2)=[N:6][CH:5]=1. The catalyst class is: 523.